Predict the product of the given reaction. From a dataset of Forward reaction prediction with 1.9M reactions from USPTO patents (1976-2016). (1) Given the reactants [C:1]1(C2C=CC=CC=2)[CH:6]=[CH:5][CH:4]=[C:3]([NH:7][C:8](=[O:22])[CH2:9][CH2:10][CH2:11][CH2:12][CH2:13][NH:14][C:15](=[O:21])[O:16][C:17]([CH3:20])([CH3:19])[CH3:18])[CH:2]=1.C1(C2C=C(C=CC=2)N)C=CC=CC=1, predict the reaction product. The product is: [O:22]=[C:8]([NH:7][C:3]1[CH:2]=[CH:1][CH:6]=[CH:5][CH:4]=1)[CH2:9][CH2:10][CH2:11][CH2:12][CH2:13][NH:14][C:15](=[O:21])[O:16][C:17]([CH3:20])([CH3:19])[CH3:18]. (2) The product is: [Cl:14][C:15]1[CH:20]=[C:19]([Cl:21])[CH:18]=[C:17]([Cl:22])[C:16]=1[S:23]([NH:13][C:2]1[S:3][C:4]2[CH2:9][CH2:8][C:7]3[S:10][CH:11]=[CH:12][C:6]=3[C:5]=2[N:1]=1)(=[O:25])=[O:24]. Given the reactants [N:1]1[C:5]2[C:6]3[CH:12]=[CH:11][S:10][C:7]=3[CH2:8][CH2:9][C:4]=2[S:3][C:2]=1[NH2:13].[Cl:14][C:15]1[CH:20]=[C:19]([Cl:21])[CH:18]=[C:17]([Cl:22])[C:16]=1[S:23](Cl)(=[O:25])=[O:24], predict the reaction product. (3) The product is: [ClH:22].[NH2:5][C@@H:4]([CH2:13][C:14]1[CH:15]=[CH:16][CH:17]=[CH:18][CH:19]=1)[C:3]([N:2]([CH3:21])[CH3:1])=[O:20]. Given the reactants [CH3:1][N:2]([CH3:21])[C:3](=[O:20])[C@H:4]([CH2:13][C:14]1[CH:19]=[CH:18][CH:17]=[CH:16][CH:15]=1)[NH:5]C(OC(C)(C)C)=O.[ClH:22], predict the reaction product. (4) Given the reactants C[O:2][C:3]([C:5]1[CH:10]=[CH:9][C:8]([CH2:11][CH2:12][N:13]([CH2:29][CH2:30][C:31]2[CH:36]=[CH:35][CH:34]=[CH:33][C:32]=2[O:37][CH2:38][C:39]2[CH:44]=[CH:43][C:42]([CH2:45][CH2:46][C:47]3[CH:52]=[CH:51][C:50]([C:53]([F:56])([F:55])[F:54])=[CH:49][CH:48]=3)=[CH:41][CH:40]=2)[CH:14]2[CH2:23][CH2:22][CH2:21][C:20]3[N:19]=[C:18]([C:24]([O:26]CC)=[O:25])[CH:17]=[CH:16][C:15]2=3)=[CH:7][CH:6]=1)=[O:4].[OH-].[Na+], predict the reaction product. The product is: [C:3]([C:5]1[CH:10]=[CH:9][C:8]([CH2:11][CH2:12][N:13]([CH2:29][CH2:30][C:31]2[CH:36]=[CH:35][CH:34]=[CH:33][C:32]=2[O:37][CH2:38][C:39]2[CH:40]=[CH:41][C:42]([CH2:45][CH2:46][C:47]3[CH:48]=[CH:49][C:50]([C:53]([F:55])([F:54])[F:56])=[CH:51][CH:52]=3)=[CH:43][CH:44]=2)[CH:14]2[CH2:23][CH2:22][CH2:21][C:20]3[N:19]=[C:18]([C:24]([OH:26])=[O:25])[CH:17]=[CH:16][C:15]2=3)=[CH:7][CH:6]=1)([OH:4])=[O:2].